Dataset: Catalyst prediction with 721,799 reactions and 888 catalyst types from USPTO. Task: Predict which catalyst facilitates the given reaction. (1) Reactant: [Br:1][C:2]1[C:14]2[C:13]3[C:8](=[CH:9][CH:10]=[CH:11][CH:12]=3)[NH:7][C:6]=2[N:5]=[CH:4][CH:3]=1.[Cl:15]C1C=C2C(=CC=1)NC1=[N+]([O-])C=CC=C21.P(Br)(Br)(Br)=O. Product: [Br:1][C:2]1[C:14]2[C:13]3[C:8](=[CH:9][CH:10]=[C:11]([Cl:15])[CH:12]=3)[NH:7][C:6]=2[N:5]=[CH:4][CH:3]=1. The catalyst class is: 3. (2) Reactant: [H-].[Na+].[Cl:3][C:4]1[C:9]([C:10]2[NH:14][CH:13]=[C:12]([CH2:15][N:16]([CH3:24])[C:17](=[O:23])[O:18][C:19]([CH3:22])([CH3:21])[CH3:20])[C:11]=2[F:25])=[CH:8][CH:7]=[CH:6][N:5]=1.C1OCCOCCOCCOCCOC1.[C:41]([C:43]1[CH:44]=[C:45]([S:49](Cl)(=[O:51])=[O:50])[CH:46]=[CH:47][CH:48]=1)#[N:42]. The catalyst class is: 30. Product: [Cl:3][C:4]1[C:9]([C:10]2[N:14]([S:49]([C:45]3[CH:46]=[CH:47][CH:48]=[C:43]([C:41]#[N:42])[CH:44]=3)(=[O:51])=[O:50])[CH:13]=[C:12]([CH2:15][N:16]([CH3:24])[C:17](=[O:23])[O:18][C:19]([CH3:21])([CH3:22])[CH3:20])[C:11]=2[F:25])=[CH:8][CH:7]=[CH:6][N:5]=1.